This data is from Forward reaction prediction with 1.9M reactions from USPTO patents (1976-2016). The task is: Predict the product of the given reaction. (1) The product is: [OH:1][B:2]1[C:6]2[CH:7]=[C:8]([C:11]3[CH:12]=[C:13]([CH:16]=[CH:17][CH:18]=3)[C:14]([OH:22])=[O:19])[CH:9]=[CH:10][C:5]=2[CH2:4][O:3]1. Given the reactants [OH:1][B:2]1[C:6]2[CH:7]=[C:8]([C:11]3[CH:12]=[C:13]([CH:16]=[CH:17][CH:18]=3)[C:14]#N)[CH:9]=[CH:10][C:5]=2[CH2:4][O:3]1.[OH-:19].[Na+].C[OH:22].O, predict the reaction product. (2) Given the reactants [Br:1][CH2:2][CH2:3][NH:4][C:5]([C:7]1[CH:12]=[CH:11][CH:10]=[CH:9][N:8]=1)=[O:6].[N:13]12[CH2:20][CH2:19][CH:16]([CH2:17][CH2:18]1)[C@@H:15]([O:21][C:22]([C:24]1([C:31]3[CH:36]=[CH:35][CH:34]=[CH:33][CH:32]=3)[CH2:30][CH2:29][CH2:28][CH2:27][CH2:26][CH2:25]1)=[O:23])[CH2:14]2, predict the reaction product. The product is: [Br-:1].[C:31]1([C:24]2([C:22]([O:21][C@@H:15]3[CH:16]4[CH2:19][CH2:20][N+:13]([CH2:2][CH2:3][NH:4][C:5]([C:7]5[CH:12]=[CH:11][CH:10]=[CH:9][N:8]=5)=[O:6])([CH2:18][CH2:17]4)[CH2:14]3)=[O:23])[CH2:30][CH2:29][CH2:28][CH2:27][CH2:26][CH2:25]2)[CH:32]=[CH:33][CH:34]=[CH:35][CH:36]=1. (3) Given the reactants [CH3:13][C:12]([O:11][C:9](O[C:9]([O:11][C:12]([CH3:15])([CH3:14])[CH3:13])=[O:10])=[O:10])([CH3:15])[CH3:14].[NH2:16][C:17]1[S:18][C:19]([S:22][CH2:23][CH2:24][C:25]([O:27][CH3:28])=[O:26])=[CH:20][N:21]=1.CCN(CC)CC, predict the reaction product. The product is: [C:12]([O:11][C:9]([NH:16][C:17]1[S:18][C:19]([S:22][CH2:23][CH2:24][C:25]([O:27][CH3:28])=[O:26])=[CH:20][N:21]=1)=[O:10])([CH3:13])([CH3:14])[CH3:15]. (4) The product is: [O:3]1[C:8]2=[CH:9][CH:10]=[CH:11][C:7]2=[CH:6][C:5]([CH:12]2[CH2:17][CH2:16][CH2:15][CH2:14][N:13]2[CH2:18][CH2:19][C@H:20]2[CH2:21][CH2:22][C@H:23]([NH:26][C:32](=[O:33])[C:31]3[CH:35]=[CH:36][C:28]([CH3:27])=[N:29][CH:30]=3)[CH2:24][CH2:25]2)=[CH:4]1. Given the reactants Cl.Cl.[O:3]1[C:8]2=[CH:9][CH:10]=[CH:11][C:7]2=[CH:6][C:5]([CH:12]2[CH2:17][CH2:16][CH2:15][CH2:14][N:13]2[CH2:18][CH2:19][C@H:20]2[CH2:25][CH2:24][C@H:23]([NH2:26])[CH2:22][CH2:21]2)=[CH:4]1.[CH3:27][C:28]1[CH:36]=[CH:35][C:31]([C:32](O)=[O:33])=[CH:30][N:29]=1, predict the reaction product. (5) Given the reactants [CH3:1][C@@:2]12[CH2:19][CH2:18][C@@H:17]3[C@:12]([CH3:22])([CH2:13][CH2:14][CH2:15][C:16]3([CH3:21])[CH3:20])[C@H:11]1[CH2:10][S:9](=[O:24])(=[O:23])[C:8]1[C:3]2=[C:4]([C:28]([OH:30])=O)[CH:5]=[C:6]([C:25](O)=[O:26])[CH:7]=1.[CH3:31][N:32](C(ON1N=NC2C=CC=NC1=2)=[N+](C)C)C.F[P-](F)(F)(F)(F)F.[CH3:55][N:56]1CCOCC1, predict the reaction product. The product is: [CH3:1][C@@:2]12[CH2:19][CH2:18][C@@H:17]3[C@:12]([CH3:22])([CH2:13][CH2:14][CH2:15][C:16]3([CH3:21])[CH3:20])[C@H:11]1[CH2:10][S:9](=[O:24])(=[O:23])[C:8]1[C:3]2=[C:4]([C:28]([NH:56][CH3:55])=[O:30])[CH:5]=[C:6]([C:25]([NH:32][CH3:31])=[O:26])[CH:7]=1. (6) Given the reactants Cl.Cl.[NH2:3][CH2:4][C:5]1[CH:6]=[CH:7][C:8]([Cl:19])=[C:9]([CH:18]=1)[C:10]([NH:12][C:13]1[NH:14][CH:15]=[CH:16][N:17]=1)=[O:11].C(N(CC)CC)C.[C:27](Cl)(=[O:31])[CH:28]([CH3:30])[CH3:29], predict the reaction product. The product is: [Cl:19][C:8]1[CH:7]=[CH:6][C:5]([CH2:4][NH:3][C:27](=[O:31])[CH:28]([CH3:30])[CH3:29])=[CH:18][C:9]=1[C:10]([NH:12][C:13]1[NH:14][CH:15]=[CH:16][N:17]=1)=[O:11].